Dataset: Forward reaction prediction with 1.9M reactions from USPTO patents (1976-2016). Task: Predict the product of the given reaction. (1) Given the reactants [NH:1]1[CH:5]=[CH:4][N:3]=[C:2]1[C:6]#[N:7].[NH2:8][OH:9], predict the reaction product. The product is: [OH:9][NH:8][C:6]([C:2]1[NH:1][CH:5]=[CH:4][N:3]=1)=[NH:7]. (2) Given the reactants [CH3:1][O:2][C:3]1[C:10]([CH3:11])=[C:9]([CH3:12])[C:8]([O:13][CH3:14])=[C:7]([CH3:15])[C:4]=1[CH:5]=O.C([O-])(=O)C.[NH4+].[N+:21]([CH3:24])([O-:23])=[O:22], predict the reaction product. The product is: [CH3:1][O:2][C:3]1[C:4]([CH:5]=[CH:24][N+:21]([O-:23])=[O:22])=[C:7]([CH3:15])[C:8]([O:13][CH3:14])=[C:9]([CH3:12])[C:10]=1[CH3:11]. (3) Given the reactants [NH2:1][C:2]1[S:3][C:4]2[CH:10]=[C:9]([CH2:11][OH:12])[CH:8]=[CH:7][C:5]=2[N:6]=1, predict the reaction product. The product is: [NH2:1][C:2]1[S:3][C:4]2[CH:10]=[C:9]([CH:11]=[O:12])[CH:8]=[CH:7][C:5]=2[N:6]=1. (4) The product is: [Cl:1][C:2]1[C:3]([C:25]2[CH:26]=[N:27][C:28]([C:31]([F:32])([F:34])[F:33])=[CH:29][CH:30]=2)=[CH:4][C:5]([CH2:8][NH:9][C:10]([C@@H:12]2[CH2:16][C@@H:15]([F:17])[CH2:14][NH:13]2)=[O:11])=[N:6][CH:7]=1. Given the reactants [Cl:1][C:2]1[C:3]([C:25]2[CH:26]=[N:27][C:28]([C:31]([F:34])([F:33])[F:32])=[CH:29][CH:30]=2)=[CH:4][C:5]([CH2:8][NH:9][C:10]([C@@H:12]2[CH2:16][C@@H:15]([F:17])[CH2:14][N:13]2C(OC(C)(C)C)=O)=[O:11])=[N:6][CH:7]=1, predict the reaction product. (5) Given the reactants [CH2:1]([O:5][C:6]1[C:15]2[C:10](=[CH:11][CH:12]=[C:13]([C:16]3[S:17][C:18]([C:22]#[N:23])=[C:19]([CH3:21])[N:20]=3)[CH:14]=2)[C:9](=[O:24])[N:8]([CH2:25][CH:26]([CH3:28])[CH3:27])[C:7]=1[CH2:29][NH:30]C(=O)OC(C)(C)C)[CH2:2][CH2:3][CH3:4].[ClH:38], predict the reaction product. The product is: [ClH:38].[NH2:30][CH2:29][C:7]1[N:8]([CH2:25][CH:26]([CH3:27])[CH3:28])[C:9](=[O:24])[C:10]2[C:15]([C:6]=1[O:5][CH2:1][CH2:2][CH2:3][CH3:4])=[CH:14][C:13]([C:16]1[S:17][C:18]([C:22]#[N:23])=[C:19]([CH3:21])[N:20]=1)=[CH:12][CH:11]=2. (6) The product is: [ClH:7].[NH2:8][CH2:9][CH2:10][NH:11][C:12]([CH:14]1[CH2:19][CH2:18][CH2:17][N:16]([C:20]2[CH:25]=[C:24]([C:26]3[CH:31]=[CH:30][CH:29]=[CH:28][C:27]=3[OH:32])[N:23]=[C:22]([NH:33][C:34]([C:36]3[O:37][CH:38]=[CH:39][CH:40]=3)=[O:35])[C:21]=2[C:41]#[N:42])[CH2:15]1)=[O:13]. Given the reactants C(OCC)(=O)C.[ClH:7].[NH2:8][CH2:9][CH2:10][NH:11][C:12]([CH:14]1[CH2:19][CH2:18][CH2:17][N:16]([C:20]2[CH:25]=[C:24]([C:26]3[CH:31]=[CH:30][CH:29]=[CH:28][C:27]=3[OH:32])[N:23]=[C:22]([NH:33][C:34]([C:36]3[O:37][CH:38]=[CH:39][CH:40]=3)=[O:35])[C:21]=2[C:41]#[N:42])[CH2:15]1)=[O:13], predict the reaction product.